This data is from Forward reaction prediction with 1.9M reactions from USPTO patents (1976-2016). The task is: Predict the product of the given reaction. The product is: [CH2:1]([C:3]1[N:4]=[C:5]([CH:15]2[CH2:16][CH2:17][N:18]([C:22]3[C:23]4[C@H:31]([CH3:32])[CH2:30][C:29](=[O:33])[NH:28][C:24]=4[N:25]=[CH:26][N:27]=3)[CH2:19][CH2:20]2)[N:6]([CH2:8][CH2:9][N:10]2[CH2:14][CH2:13][CH2:12][CH2:11]2)[CH:7]=1)[CH3:2]. Given the reactants [CH2:1]([C:3]1[N:4]=[C:5]([CH:15]2[CH2:20][CH2:19][NH:18][CH2:17][CH2:16]2)[N:6]([CH2:8][CH2:9][N:10]2[CH2:14][CH2:13][CH2:12][CH2:11]2)[CH:7]=1)[CH3:2].Cl[C:22]1[C:23]2[C@H:31]([CH3:32])[CH2:30][C:29](=[O:33])[NH:28][C:24]=2[N:25]=[CH:26][N:27]=1.C(N(CC)CC)C.[OH-].[Na+], predict the reaction product.